Task: Predict the reactants needed to synthesize the given product.. Dataset: Retrosynthesis with 50K atom-mapped reactions and 10 reaction types from USPTO (1) Given the product CN(CCCCCCCCCN1CCC(OC(=O)Nc2ccccc2-c2ccccc2)CC1)Cc1cc(Cl)c(Cl)cc1O, predict the reactants needed to synthesize it. The reactants are: CNCCCCCCCCCN1CCC(OC(=O)Nc2ccccc2-c2ccccc2)CC1.O=Cc1cc(Cl)c(Cl)cc1O. (2) Given the product CCNC(=S)NCc1ccccc1, predict the reactants needed to synthesize it. The reactants are: CCN=C=S.NCc1ccccc1.